From a dataset of Forward reaction prediction with 1.9M reactions from USPTO patents (1976-2016). Predict the product of the given reaction. (1) Given the reactants [Cl:1][C:2]1[N:7]=[CH:6][C:5]([B:8]([OH:10])[OH:9])=[CH:4][N:3]=1.[C@@H:11]12[CH2:20][CH2:19][C@@H:15]([NH:16][C:17]1=[O:18])[CH2:14][NH:13][CH2:12]2.[CH2:21]([N:23]([CH2:26][CH3:27])[CH2:24][CH3:25])[CH3:22], predict the reaction product. The product is: [Cl-:1].[CH2:21]([NH+:23]([CH2:26][CH3:27])[CH2:24][CH3:25])[CH3:22].[O:18]=[C:17]1[CH:11]2[CH2:20][CH2:19][CH:15]([CH2:14][N:13]([C:2]3[N:7]=[CH:6][C:5]([B:8]([OH:10])[OH:9])=[CH:4][N:3]=3)[CH2:12]2)[NH:16]1. (2) Given the reactants CO[C:3]([C:5]1[CH:6]=[C:7]2[C:11](=[CH:12][CH:13]=1)[NH:10][N:9]=[CH:8]2)=[O:4].[CH:14](I)([CH3:16])[CH3:15], predict the reaction product. The product is: [CH:14]([N:10]1[C:11]2[C:7](=[CH:6][C:5]([CH2:3][OH:4])=[CH:13][CH:12]=2)[CH:8]=[N:9]1)([CH3:16])[CH3:15]. (3) Given the reactants [C:1]1([CH:7]2[C:12]3[CH:13]=[CH:14][S:15][C:11]=3[CH2:10][CH2:9][NH:8]2)[CH:6]=[CH:5][CH:4]=[CH:3][CH:2]=1.CN(C(ON1N=NC2C=CC=NC1=2)=[N+](C)C)C.F[P-](F)(F)(F)(F)F.CCN(CC)CC.[CH3:47][O:48][C:49](=[O:56])[CH2:50][C@@H:51]([CH3:55])[C:52](O)=[O:53], predict the reaction product. The product is: [CH3:47][O:48][C:49](=[O:56])[CH2:50][C@@H:51]([CH3:55])[C:52](=[O:53])[N:8]1[CH2:9][CH2:10][C:11]2[S:15][CH:14]=[CH:13][C:12]=2[CH:7]1[C:1]1[CH:2]=[CH:3][CH:4]=[CH:5][CH:6]=1. (4) Given the reactants Cl[C:2]1[CH:3]=[CH:4][C:5]2[N:11]3[CH2:12][C@H:8]([CH2:9][CH2:10]3)[NH:7][C:6]=2[N:13]=1.[CH3:14][C:15]1[CH:20]=[C:19](B(O)O)[CH:18]=[CH:17][N:16]=1.C1(P(C2CCCCC2)C2CCCCC2)CCCCC1, predict the reaction product. The product is: [CH3:14][C:15]1[CH:20]=[C:19]([C:2]2[CH:3]=[CH:4][C:5]3[N:11]4[CH2:12][C@H:8]([CH2:9][CH2:10]4)[NH:7][C:6]=3[N:13]=2)[CH:18]=[CH:17][N:16]=1.